This data is from Forward reaction prediction with 1.9M reactions from USPTO patents (1976-2016). The task is: Predict the product of the given reaction. (1) Given the reactants [F:1][C:2]1[CH:3]=[C:4]([CH2:20][OH:21])[CH:5]=[C:6]([F:19])[C:7]=1[O:8][C:9]1[CH:10]=[N:11][CH:12]=[C:13]([C:15]([F:18])([F:17])[F:16])[CH:14]=1.Cl[C:23]1[CH:34]=[C:27]2[N:28]([CH3:33])[C@H:29]([CH3:32])[CH2:30][CH2:31][N:26]2[C:25](=[O:35])[N:24]=1, predict the reaction product. The product is: [F:1][C:2]1[CH:3]=[C:4]([CH:5]=[C:6]([F:19])[C:7]=1[O:8][C:9]1[CH:10]=[N:11][CH:12]=[C:13]([C:15]([F:16])([F:17])[F:18])[CH:14]=1)[CH2:20][O:21][C:23]1[CH:34]=[C:27]2[N:28]([CH3:33])[C@H:29]([CH3:32])[CH2:30][CH2:31][N:26]2[C:25](=[O:35])[N:24]=1. (2) Given the reactants COCCN(S(F)(F)[F:11])CCOC.O[CH2:15][C:16]1[N:21]=[CH:20][N:19]=[C:18]([C:22]([N:24]([O:26][CH3:27])[CH3:25])=[O:23])[CH:17]=1.C(=O)([O-])O.[Na+], predict the reaction product. The product is: [F:11][CH2:15][C:16]1[N:21]=[CH:20][N:19]=[C:18]([C:22]([N:24]([O:26][CH3:27])[CH3:25])=[O:23])[CH:17]=1. (3) Given the reactants [OH:1][C:2]1[CH:3]=[C:4]([C:8]2([C:25]3[CH:30]=[CH:29][N:28]=[CH:27][CH:26]=3)[C:16]3[C:11](=[N:12][CH:13]=[CH:14][CH:15]=3)[C:10]([NH:17]C(=O)OC(C)(C)C)=[N:9]2)[CH:5]=[CH:6][CH:7]=1.[F:31][C:32]1([F:37])[CH2:34][CH:33]1[CH2:35]O, predict the reaction product. The product is: [F:31][C:32]1([F:37])[CH2:34][CH:33]1[CH2:35][O:1][C:2]1[CH:3]=[C:4]([C:8]2([C:25]3[CH:30]=[CH:29][N:28]=[CH:27][CH:26]=3)[C:16]3[C:11](=[N:12][CH:13]=[CH:14][CH:15]=3)[C:10]([NH2:17])=[N:9]2)[CH:5]=[CH:6][CH:7]=1. (4) Given the reactants [OH-].[Na+].[CH:3]12[CH2:12][CH:7]3[CH2:8][CH:9]([CH2:11][CH:5]([CH2:6]3)[CH:4]1[NH:13][C:14]([C:16]1[CH:17]=[N:18][N:19]([C:24]3[CH:33]=[CH:32][C:27]([C:28]([O:30]C)=[O:29])=[CH:26][CH:25]=3)[C:20]=1[S:21][CH2:22][CH3:23])=[O:15])[CH2:10]2, predict the reaction product. The product is: [CH:3]12[CH2:12][CH:7]3[CH2:8][CH:9]([CH2:11][CH:5]([CH2:6]3)[CH:4]1[NH:13][C:14]([C:16]1[CH:17]=[N:18][N:19]([C:24]3[CH:33]=[CH:32][C:27]([C:28]([OH:30])=[O:29])=[CH:26][CH:25]=3)[C:20]=1[S:21][CH2:22][CH3:23])=[O:15])[CH2:10]2.